From a dataset of Forward reaction prediction with 1.9M reactions from USPTO patents (1976-2016). Predict the product of the given reaction. (1) Given the reactants [C:1]([C:3]1[CH:8]=[CH:7][C:6]([N:9]([CH2:14][C:15]([F:18])([F:17])[F:16])[CH2:10][C:11](O)=O)=[CH:5][C:4]=1[C:19]([F:22])([F:21])[F:20])#[N:2].[F:23][C:24]1[CH:29]=[CH:28][C:27]([S:30]([CH2:33][C:34](=[NH:37])[NH:35][OH:36])(=[O:32])=[O:31])=[CH:26][CH:25]=1, predict the reaction product. The product is: [F:23][C:24]1[CH:25]=[CH:26][C:27]([S:30]([CH2:33][C:34]2[N:37]=[C:11]([CH2:10][N:9]([CH2:14][C:15]([F:16])([F:17])[F:18])[C:6]3[CH:7]=[CH:8][C:3]([C:1]#[N:2])=[C:4]([C:19]([F:20])([F:21])[F:22])[CH:5]=3)[O:36][N:35]=2)(=[O:31])=[O:32])=[CH:28][CH:29]=1. (2) Given the reactants [CH3:1][C:2]1[N:3]=[CH:4][C:5]([NH2:8])=[N:6][CH:7]=1.[Cl-].C[Al+]C.[CH3:13][N:14]([CH3:39])[C:15]([C:17]1[N:18]=[CH:19][C:20]([O:23][C:24]2[C:29]3[CH:30]=[C:31]([CH3:33])[O:32][C:28]=3[CH:27]=[C:26]([C:34](OCC)=[O:35])[CH:25]=2)=[N:21][CH:22]=1)=[O:16], predict the reaction product. The product is: [CH3:39][N:14]([CH3:13])[C:15]([C:17]1[CH:22]=[N:21][C:20]([O:23][C:24]2[C:29]3[CH:30]=[C:31]([CH3:33])[O:32][C:28]=3[CH:27]=[C:26]([C:34](=[O:35])[NH:8][C:5]3[CH:4]=[N:3][C:2]([CH3:1])=[CH:7][N:6]=3)[CH:25]=2)=[CH:19][N:18]=1)=[O:16]. (3) Given the reactants [OH-].[Na+].[OH:3][CH2:4][C:5]1[CH:6]=[C:7]([C:11]2[N:16]=[C:15]([C:17]([NH:19][C:20]3[C:21]([CH3:31])=[CH:22][C:23]([C:27]([O:29]C)=[O:28])=[N:24][C:25]=3[CH3:26])=[O:18])[C:14]([CH3:32])=[CH:13][CH:12]=2)[CH:8]=[CH:9][CH:10]=1.Cl, predict the reaction product. The product is: [OH:3][CH2:4][C:5]1[CH:6]=[C:7]([C:11]2[N:16]=[C:15]([C:17]([NH:19][C:20]3[C:21]([CH3:31])=[CH:22][C:23]([C:27]([OH:29])=[O:28])=[N:24][C:25]=3[CH3:26])=[O:18])[C:14]([CH3:32])=[CH:13][CH:12]=2)[CH:8]=[CH:9][CH:10]=1. (4) Given the reactants COC1C=CC(C[O:8][C:9]2[CH:10]=[CH:11][C:12]3[N:13]([C:15]([CH3:24])=[C:16]([NH:18][C:19]([CH:21]4[CH2:23][CH2:22]4)=[O:20])[N:17]=3)[CH:14]=2)=CC=1.C1(OC)C=CC=CC=1.FC(F)(F)C(O)=O.C(=O)([O-])O.[Na+], predict the reaction product. The product is: [OH:8][C:9]1[CH:10]=[CH:11][C:12]2[N:13]([C:15]([CH3:24])=[C:16]([NH:18][C:19]([CH:21]3[CH2:22][CH2:23]3)=[O:20])[N:17]=2)[CH:14]=1. (5) Given the reactants [F:1][C:2]([F:27])([F:26])[C:3]1[S:4][C:5]([C:8]2[N:13]=[CH:12][N:11]=[C:10]([CH2:14][N:15]3C(=O)C4C(=CC=CC=4)C3=O)[CH:9]=2)=[CH:6][N:7]=1.NN.O, predict the reaction product. The product is: [F:27][C:2]([F:1])([F:26])[C:3]1[S:4][C:5]([C:8]2[N:13]=[CH:12][N:11]=[C:10]([CH2:14][NH2:15])[CH:9]=2)=[CH:6][N:7]=1. (6) Given the reactants [CH3:1][C@H:2]1[CH2:30][O:29][C@@:5]2([O:9][C@H:8]3[CH2:10][C@H:11]4[C@@H:16]5[CH2:17][CH2:18][C@H:19]6[CH2:24][C@@H:23]([OH:25])[CH2:22][CH2:21][C@:20]6([CH3:26])[C@H:15]5[CH2:14][CH2:13][C@:12]4([CH3:27])[C@H:7]3[C@@H:6]2[CH3:28])[CH2:4][CH2:3]1.[O:31]=[C:32]([O-:43])[C@@H:33]([C@H:35]([C@@H:37]([C@@H:39]([CH2:41][OH:42])[OH:40])[OH:38])[OH:36])[OH:34].C[C@H]1CO[C@@]2(O[C@H]3C[C@H]4[C@@H]5CC[C@@]6(C)C[C@@H](O)CC[C@]6(C)[C@H]5CC(=O)[C@]4(C)[C@H]3[C@@H]2C)CC1.O=C([O-])[C@@H]([C@H]([C@@H]([C@@H](CO)O)O)O)O.C[C@H]1CO[C@@]2(O[C@H]3C[C@H]4[C@@H]5CC[C@H]6C[C@@H](O)CC[C@]6(C)[C@H]5CC[C@]4(C)[C@H]3[C@@H]2C)CC1.C[C@H]1CO[C@@]2(O[C@H]3C[C@H]4[C@@H]5CC[C@@]6(C)C[C@@H](O)CC[C@]6(C)[C@H]5CC(=O)[C@]4(C)[C@H]3[C@@H]2C)CC1, predict the reaction product. The product is: [CH3:1][C@H:2]1[CH2:30][O:29][C@@:5]2([O:9][C@H:8]3[CH2:10][C@H:11]4[C@@H:16]5[CH2:17][CH:18]=[C:19]6[CH2:24][C@@H:23]([OH:25])[CH2:22][CH2:21][C@:20]6([CH3:26])[C@H:15]5[CH2:14][CH2:13][C@:12]4([CH3:27])[C@H:7]3[C@@H:6]2[CH3:28])[CH2:4][CH2:3]1.[O:31]=[C:32]([O-:43])[C@@H:33]([C@H:35]([C@@H:37]([C@@H:39]([CH2:41][OH:42])[OH:40])[OH:38])[OH:36])[OH:34]. (7) The product is: [Br:1][C:2]1[CH:3]=[CH:4][CH:5]=[C:6]2[C:11]=1[N:10]=[C:9]([NH:17][C:13]([CH3:16])([CH3:15])[CH3:14])[CH:8]=[N:7]2. Given the reactants [Br:1][C:2]1[CH:3]=[CH:4][CH:5]=[C:6]2[C:11]=1[N:10]=[C:9](Cl)[CH:8]=[N:7]2.[C:13]([NH2:17])([CH3:16])([CH3:15])[CH3:14].C(Cl)Cl, predict the reaction product. (8) Given the reactants [C:1]([CH2:3][C:4]1([N:8]2[CH:12]=[C:11]([C:13]3[CH:18]=[N:17][N:16]4[C:19]([C:22]5[CH:23]=[C:24]([NH:28][C:29]([NH:31][CH2:32][C:33]([F:36])([F:35])[F:34])=[O:30])[CH:25]=[CH:26][CH:27]=5)=[CH:20][N:21]=[C:15]4[CH:14]=3)[CH:10]=[N:9]2)[CH2:7][NH:6][CH2:5]1)#[N:2].[C:37]([C:39]1([C:42](O)=[O:43])[CH2:41][CH2:40]1)#[N:38], predict the reaction product. The product is: [C:37]([C:39]1([C:42]([N:6]2[CH2:5][C:4]([N:8]3[CH:12]=[C:11]([C:13]4[CH:18]=[N:17][N:16]5[C:19]([C:22]6[CH:23]=[C:24]([NH:28][C:29]([NH:31][CH2:32][C:33]([F:35])([F:36])[F:34])=[O:30])[CH:25]=[CH:26][CH:27]=6)=[CH:20][N:21]=[C:15]5[CH:14]=4)[CH:10]=[N:9]3)([CH2:3][C:1]#[N:2])[CH2:7]2)=[O:43])[CH2:41][CH2:40]1)#[N:38].